This data is from Reaction yield outcomes from USPTO patents with 853,638 reactions. The task is: Predict the reaction yield, written as a fraction of the theoretical maximum amount of product (1.0 means a 100% yield; for example, 0.34 means a 34% yield). (1) The reactants are [NH2:1][C:2]1[CH:7]=[CH:6][C:5]([S:8]([N:11]=[C:12]([N:15]2[N:19]=[CH:18][C:17]3([CH2:23][CH2:22][CH2:21][CH2:20]3)[CH2:16]2)SC)(=[O:10])=[O:9])=[CH:4][C:3]=1[F:24].[CH2:25]([NH2:27])[CH3:26].O. The catalyst is CO. The product is [NH2:1][C:2]1[CH:7]=[CH:6][C:5]([S:8]([N:11]=[C:12]([N:15]2[N:19]=[CH:18][C:17]3([CH2:23][CH2:22][CH2:21][CH2:20]3)[CH2:16]2)[NH:27][CH2:25][CH3:26])(=[O:10])=[O:9])=[CH:4][C:3]=1[F:24]. The yield is 0.330. (2) The reactants are CCN(C(C)C)C(C)C.[C:10]1([C:30]2[CH:35]=[CH:34][CH:33]=[CH:32][CH:31]=2)[CH:15]=[CH:14][C:13]([CH:16]([N:18]([CH2:26][C:27](O)=[O:28])[C:19]([O:21][C:22]([CH3:25])([CH3:24])[CH3:23])=[O:20])[CH3:17])=[CH:12][CH:11]=1.C1C=CC2N(O)N=NC=2C=1.CCN=C=NCCCN(C)C.Cl.[F:58][C:59]1[CH:60]=[CH:61][C:62]([C:73]([F:76])([F:75])[F:74])=[C:63]([C:65]([N:67]2[CH2:72][CH2:71][NH:70][CH2:69][CH2:68]2)=[O:66])[CH:64]=1. The catalyst is CN(C=O)C.O. The product is [C:22]([O:21][C:19](=[O:20])[N:18]([CH:16]([C:13]1[CH:14]=[CH:15][C:10]([C:30]2[CH:35]=[CH:34][CH:33]=[CH:32][CH:31]=2)=[CH:11][CH:12]=1)[CH3:17])[CH2:26][C:27]([N:70]1[CH2:71][CH2:72][N:67]([C:65](=[O:66])[C:63]2[CH:64]=[C:59]([F:58])[CH:60]=[CH:61][C:62]=2[C:73]([F:76])([F:74])[F:75])[CH2:68][CH2:69]1)=[O:28])([CH3:23])([CH3:24])[CH3:25]. The yield is 0.276. (3) The reactants are [C:1]([O:5][C:6]([N:8]1[CH:13]2[CH2:14][CH2:15][CH2:16][C:9]1(CC1C=CC=CC=1)[CH2:10][NH:11][CH2:12]2)=[O:7])([CH3:4])([CH3:3])[CH3:2].[H][H]. The catalyst is C(O)C.[OH-].[OH-].[Pd+2]. The product is [C:1]([O:5][C:6]([N:8]1[CH:9]2[CH2:16][CH2:15][CH2:14][CH:13]1[CH2:12][NH:11][CH2:10]2)=[O:7])([CH3:4])([CH3:2])[CH3:3]. The yield is 0.470. (4) The catalyst is [Cu]I.CCCCCC.C(OCC)(=O)C.CC(O)C. The yield is 0.700. The product is [C:18]1([NH:16][CH2:9][C:10]2[CH:15]=[CH:14][CH:13]=[CH:12][CH:11]=2)[C:27]2[C:22](=[CH:23][CH:24]=[CH:25][CH:26]=2)[CH:21]=[CH:20][CH:19]=1. The reactants are [O-]P([O-])([O-])=O.[K+].[K+].[K+].[CH2:9]([NH2:16])[C:10]1[CH:15]=[CH:14][CH:13]=[CH:12][CH:11]=1.I[C:18]1[C:27]2[C:22](=[CH:23][CH:24]=[CH:25][CH:26]=2)[CH:21]=[CH:20][CH:19]=1.C(O)CO. (5) The reactants are C[O:2][C:3](=O)[C:4]1[CH:9]=[CH:8][C:7]([NH:10][CH2:11][C:12]2[CH:13]=[N:14][C:15]([C:18]([F:21])([F:20])[F:19])=[CH:16][CH:17]=2)=[N:6][C:5]=1[F:22].[AlH4-].[Li+].O.O.O.O.O.O.O.O.O.O.S([O-])([O-])(=O)=O.[Na+].[Na+]. The catalyst is O1CCCC1. The product is [F:22][C:5]1[C:4]([CH2:3][OH:2])=[CH:9][CH:8]=[C:7]([NH:10][CH2:11][C:12]2[CH:13]=[N:14][C:15]([C:18]([F:21])([F:19])[F:20])=[CH:16][CH:17]=2)[N:6]=1. The yield is 0.937. (6) The yield is 0.410. The catalyst is C(N(CC)CC)C.C(Cl)(Cl)Cl. The product is [CH3:1][O:2][C:3]1[CH:4]=[C:5]2[C:10](=[CH:11][C:12]=1[O:13][CH3:14])[N:9]=[CH:8][CH:7]=[C:6]2[O:15][C:16]1[CH:22]=[CH:21][C:19]([NH:20][C:29]([NH:46][CH:43]2[CH2:44][CH2:45][N:41]([CH2:40][C:39]3[CH:47]=[CH:48][CH:49]=[CH:50][C:38]=3[CH3:37])[CH2:42]2)=[O:35])=[C:18]([CH3:23])[C:17]=1[CH3:24]. The reactants are [CH3:1][O:2][C:3]1[CH:4]=[C:5]2[C:10](=[CH:11][C:12]=1[O:13][CH3:14])[N:9]=[CH:8][CH:7]=[C:6]2[O:15][C:16]1[CH:22]=[CH:21][C:19]([NH2:20])=[C:18]([CH3:23])[C:17]=1[CH3:24].ClC(Cl)(O[C:29](=[O:35])OC(Cl)(Cl)Cl)Cl.[CH3:37][C:38]1[CH:50]=[CH:49][CH:48]=[CH:47][C:39]=1[CH2:40][N:41]1[CH2:45][CH2:44][CH:43]([NH2:46])[CH2:42]1.C(=O)([O-])O.[Na+]. (7) The reactants are [N:1]1([C:6]2[N:11]=[C:10]([NH:12][C:13]3[CH:18]=[C:17]([Cl:19])[N:16]=[N:15][C:14]=3[C:20]([O:22]CC)=O)[CH:9]=[CH:8][CH:7]=2)[CH:5]=[CH:4][CH:3]=[N:2]1.[NH3:25]. The catalyst is CO. The product is [N:1]1([C:6]2[N:11]=[C:10]([NH:12][C:13]3[CH:18]=[C:17]([Cl:19])[N:16]=[N:15][C:14]=3[C:20]([NH2:25])=[O:22])[CH:9]=[CH:8][CH:7]=2)[CH:5]=[CH:4][CH:3]=[N:2]1. The yield is 0.550.